Dataset: Forward reaction prediction with 1.9M reactions from USPTO patents (1976-2016). Task: Predict the product of the given reaction. (1) Given the reactants Cl[Sn]Cl.O.[Cl:5][C:6]1[C:11]([N+:12]([O-])=O)=[CH:10][CH:9]=[C:8]([Cl:15])[C:7]=1[CH3:16], predict the reaction product. The product is: [Cl:5][C:6]1[C:11]([NH2:12])=[CH:10][CH:9]=[C:8]([Cl:15])[C:7]=1[CH3:16]. (2) Given the reactants [C:1]([C:3]1[C:4]([O:13][CH2:14][CH2:15][OH:16])=[N:5][NH:6][C:7]=1[N:8]=[CH:9][N:10](C)C)#[N:2].[CH3:17][O:18][C:19]1[CH:20]=[C:21]([CH:23]=[CH:24][C:25]=1[O:26][CH2:27][C:28]1[CH:33]=[CH:32][CH:31]=[CH:30][N:29]=1)N, predict the reaction product. The product is: [CH3:17][O:18][C:19]1[CH:20]=[C:21]([NH:2][C:1]2[N:10]=[CH:9][N:8]=[C:7]3[NH:6][N:5]=[C:4]([O:13][CH2:14][CH2:15][OH:16])[C:3]=23)[CH:23]=[CH:24][C:25]=1[O:26][CH2:27][C:28]1[CH:33]=[CH:32][CH:31]=[CH:30][N:29]=1. (3) The product is: [CH2:13]([C:17]1[N:18]=[C:19]([CH3:45])[N:20]([CH2:39][C:40]([O:42][CH2:43][CH3:44])=[O:41])[C:21](=[O:38])[C:22]=1[CH2:23][C:24]1[CH:29]=[CH:28][C:27]([C:30]2[CH:35]=[CH:34][CH:33]=[CH:32][C:31]=2[C:36]2[NH:3][C:4](=[O:7])[O:6][N:37]=2)=[CH:26][CH:25]=1)[CH2:14][CH2:15][CH3:16]. Given the reactants [Cl-].O[NH3+:3].[C:4](=[O:7])([O-:6])O.[Na+].CS(C)=O.[CH2:13]([C:17]1[N:18]=[C:19]([CH3:45])[N:20]([CH2:39][C:40]([O:42][CH2:43][CH3:44])=[O:41])[C:21](=[O:38])[C:22]=1[CH2:23][C:24]1[CH:29]=[CH:28][C:27]([C:30]2[CH:35]=[CH:34][CH:33]=[CH:32][C:31]=2[C:36]#[N:37])=[CH:26][CH:25]=1)[CH2:14][CH2:15][CH3:16], predict the reaction product. (4) Given the reactants [F:1][C:2]1[C:10]([O:11][C:12]2[C:21]3[C:16](=[CH:17][C:18]([OH:24])=[C:19]([O:22][CH3:23])[CH:20]=3)[N:15]=[CH:14][N:13]=2)=[CH:9][CH:8]=[C:7]2[C:3]=1[CH:4]=[C:5]([CH3:25])[NH:6]2.[C:26]([N:29]1[CH2:34][CH2:33][N:32]([CH2:35][CH2:36]Cl)[CH2:31][CH2:30]1)(=[O:28])[CH3:27].C(=O)([O-])[O-].[K+].[K+].O, predict the reaction product. The product is: [C:26]([N:29]1[CH2:34][CH2:33][N:32]([CH2:35][CH2:36][O:24][C:18]2[CH:17]=[C:16]3[C:21]([C:12]([O:11][C:10]4[C:2]([F:1])=[C:3]5[C:7](=[CH:8][CH:9]=4)[NH:6][C:5]([CH3:25])=[CH:4]5)=[N:13][CH:14]=[N:15]3)=[CH:20][C:19]=2[O:22][CH3:23])[CH2:31][CH2:30]1)(=[O:28])[CH3:27]. (5) Given the reactants S(Cl)(Cl)=O.[CH3:5][O:6][C:7]([NH:9][C:10]1[CH:15]=[CH:14][CH:13]=[CH:12][C:11]=1[C@H:16]1[C@@H:25]([C:26]([OH:28])=[O:27])[C:24]2[C:19](=[CH:20][C:21]([O:31][CH3:32])=[C:22]([O:29][CH3:30])[CH:23]=2)[C:18](=[O:33])[N:17]1[CH3:34])=[O:8].[C:35](=O)(O)[O-].[Na+], predict the reaction product. The product is: [CH3:5][O:6][C:7]([NH:9][C:10]1[CH:15]=[CH:14][CH:13]=[CH:12][C:11]=1[C@H:16]1[C@H:25]([C:26]([O:28][CH3:35])=[O:27])[C:24]2[C:19](=[CH:20][C:21]([O:31][CH3:32])=[C:22]([O:29][CH3:30])[CH:23]=2)[C:18](=[O:33])[N:17]1[CH3:34])=[O:8]. (6) Given the reactants C([O:4][CH:5]=[CH:6][C:7]1[CH:12]=[CH:11][CH:10]=[CH:9][CH:8]=1)(=O)C.[CH2:13]([O:18][CH:19]=[CH:20][C:21]1[CH:26]=[CH:25][CH:24]=[CH:23][CH:22]=1)[CH2:14][CH2:15][CH2:16][CH3:17], predict the reaction product. The product is: [OH:4][CH:5]=[CH:6][C:7]1[CH:12]=[CH:11][CH:10]=[CH:9][CH:8]=1.[CH2:13]([O:18][CH:19]=[CH:20][C:21]1[CH:22]=[CH:23][CH:24]=[CH:25][CH:26]=1)[CH2:14][CH2:15][CH2:16][CH3:17].